This data is from Forward reaction prediction with 1.9M reactions from USPTO patents (1976-2016). The task is: Predict the product of the given reaction. (1) Given the reactants [C:1]([C:3]1([C:37]2[CH:42]=[CH:41][CH:40]=[CH:39][N:38]=2)[CH2:8][CH2:7][N:6]([CH2:9][C:10]2[CH:11]=[C:12]([C:21]([NH:23][CH:24]3[CH2:29][CH2:28][CH2:27][N:26](C(OC(C)(C)C)=O)[CH2:25]3)=[O:22])[C:13](=[O:20])[N:14]3[C:19]=2[CH:18]=[CH:17][CH:16]=[CH:15]3)[CH2:5][CH2:4]1)#[N:2].FC(F)(F)C(O)=O.C(=O)(O)[O-].[Na+], predict the reaction product. The product is: [C:1]([C:3]1([C:37]2[CH:42]=[CH:41][CH:40]=[CH:39][N:38]=2)[CH2:4][CH2:5][N:6]([CH2:9][C:10]2[CH:11]=[C:12]([C:21]([NH:23][CH:24]3[CH2:29][CH2:28][CH2:27][NH:26][CH2:25]3)=[O:22])[C:13](=[O:20])[N:14]3[C:19]=2[CH:18]=[CH:17][CH:16]=[CH:15]3)[CH2:7][CH2:8]1)#[N:2]. (2) Given the reactants O1CCOCC1.Br[C:8]1[N:25]=[CH:24][C:23]2[N:22]3[CH2:26][C@@H:27]([CH3:31])[O:28][C@@H:29]([CH3:30])[C@@H:21]3[C:12]3([C:17](=[O:18])[NH:16][C:15](=[O:19])[NH:14][C:13]3=[O:20])[CH2:11][C:10]=2[CH:9]=1.[S:32]1[CH:36]=[CH:35][CH:34]=[C:33]1B(O)O.C(=O)([O-])[O-].[Cs+].[Cs+], predict the reaction product. The product is: [CH3:30][C@H:29]1[C@@H:21]2[C:12]3([CH2:11][C:10]4[CH:9]=[C:8]([C:33]5[S:32][CH:36]=[CH:35][CH:34]=5)[N:25]=[CH:24][C:23]=4[N:22]2[CH2:26][C@@H:27]([CH3:31])[O:28]1)[C:17](=[O:18])[NH:16][C:15](=[O:19])[NH:14][C:13]3=[O:20]. (3) Given the reactants Cl[C:2]1[N:6]2[CH:7]=[C:8]([F:11])[CH:9]=[CH:10][C:5]2=[N:4][N:3]=1.Cl.[OH:13][C@H:14]1[CH2:19][CH2:18][CH2:17][NH:16][CH2:15]1.CCN(C(C)C)C(C)C, predict the reaction product. The product is: [F:11][C:8]1[CH:9]=[CH:10][C:5]2[N:6]([C:2]([N:16]3[CH2:17][CH2:18][CH2:19][C@H:14]([OH:13])[CH2:15]3)=[N:3][N:4]=2)[CH:7]=1. (4) Given the reactants [NH2:1][C:2]1[C:7]([C:8]([O:10][CH3:11])=[O:9])=[C:6]([OH:12])[C:5](Br)=[CH:4][CH:3]=1.[CH:14]([C:16]1[O:17][CH:18]=[CH:19][C:20]=1B1OC(C)(C)C(C)(C)O1)=[O:15].F[B-](F)(F)F.C([PH+](C(C)(C)C)C(C)(C)C)(C)(C)C.C(=O)([O-])[O-].[Cs+].[Cs+], predict the reaction product. The product is: [NH2:1][C:2]1[C:7]([C:8]([O:10][CH3:11])=[O:9])=[C:6]([OH:12])[C:5]([C:20]2[CH:19]=[CH:18][O:17][C:16]=2[CH:14]=[O:15])=[CH:4][CH:3]=1.